The task is: Predict the reactants needed to synthesize the given product.. This data is from Full USPTO retrosynthesis dataset with 1.9M reactions from patents (1976-2016). (1) The reactants are: [CH2:1]([NH:3][C:4]([NH:6][C:7]1[CH:12]=[CH:11][C:10]([C:13]2[N:14]=[C:15]([N:23]3[CH2:28][CH2:27][O:26][CH2:25][CH2:24]3)[C:16]3[CH2:22][CH2:21][NH:20][CH2:19][C:17]=3[N:18]=2)=[CH:9][CH:8]=1)=[O:5])[CH3:2].[Cl:29][C:30]1[C:35](Cl)=[N:34][CH:33]=[CH:32][N:31]=1.CN(C)C=O.C(N(CC)C(C)C)(C)C. Given the product [Cl:29][C:30]1[C:35]([N:20]2[CH2:21][CH2:22][C:16]3[C:15]([N:23]4[CH2:24][CH2:25][O:26][CH2:27][CH2:28]4)=[N:14][C:13]([C:10]4[CH:9]=[CH:8][C:7]([NH:6][C:4]([NH:3][CH2:1][CH3:2])=[O:5])=[CH:12][CH:11]=4)=[N:18][C:17]=3[CH2:19]2)=[N:34][CH:33]=[CH:32][N:31]=1, predict the reactants needed to synthesize it. (2) Given the product [CH3:13][C:12]1([CH2:11][CH2:10][C:3]2[C:4]([CH3:8])([CH3:9])[CH2:5][CH2:6][CH2:7][C:2]=2[CH3:1])[NH:22][CH2:23][CH2:24][CH2:25][O:14]1, predict the reactants needed to synthesize it. The reactants are: [CH3:1][C:2]1[CH2:7][CH2:6][CH2:5][C:4]([CH3:9])([CH3:8])[C:3]=1[CH2:10][CH2:11][C:12](=[O:14])[CH3:13].S([O-])([O-])(=O)=O.[Na+].[Na+].[NH2:22][CH2:23][CH2:24][CH2:25]O. (3) Given the product [OH:23][CH:21]1[CH2:22][N:18]([C:16]([O:15][CH2:14][CH:12]2[C:13]3[CH:1]=[CH:2][CH:3]=[CH:4][C:5]=3[C:6]3[C:11]2=[CH:10][CH:9]=[CH:8][CH:7]=3)=[O:17])[CH:19]([CH2:24][OH:25])[CH2:20]1, predict the reactants needed to synthesize it. The reactants are: [CH:1]1[C:13]2[CH:12]([CH2:14][O:15][C:16]([N:18]3[CH2:22][CH:21]([OH:23])[CH2:20][CH:19]3[C:24](O)=[O:25])=[O:17])[C:11]3[C:6](=[CH:7][CH:8]=[CH:9][CH:10]=3)[C:5]=2[CH:4]=[CH:3][CH:2]=1.CO.